Dataset: Reaction yield outcomes from USPTO patents with 853,638 reactions. Task: Predict the reaction yield, written as a fraction of the theoretical maximum amount of product (1.0 means a 100% yield; for example, 0.34 means a 34% yield). (1) The reactants are [P:1]([O:13][CH2:14][C@@H:15]1[C@@H:22]2[C@@H:18]([O:19][C:20]([CH3:24])([CH3:23])[O:21]2)[C@H:17]([N:25]2[C:30]([CH2:31]O)=[C:29]([CH3:33])[C:28](=[O:34])[NH:27][C:26]2=[O:35])[O:16]1)([O:8][C:9]([CH3:12])([CH3:11])[CH3:10])([O:3][C:4]([CH3:7])([CH3:6])[CH3:5])=[O:2].Cl.[NH2:37][OH:38].C(=O)(O)[O-].[Na+]. No catalyst specified. The product is [P:1]([O:13][CH2:14][C@@H:15]1[C@@H:22]2[C@@H:18]([O:19][C:20]([CH3:24])([CH3:23])[O:21]2)[C@H:17]([N:25]2[C:30](/[CH:31]=[N:37]/[OH:38])=[C:29]([CH3:33])[C:28](=[O:34])[NH:27][C:26]2=[O:35])[O:16]1)([O:3][C:4]([CH3:7])([CH3:5])[CH3:6])([O:8][C:9]([CH3:12])([CH3:10])[CH3:11])=[O:2]. The yield is 0.710. (2) The reactants are C([O:3][C:4](=[O:14])[C:5]#[C:6][C:7]1[CH:12]=[CH:11][C:10]([Cl:13])=[CH:9][CH:8]=1)C.FC(F)(F)C(O)=O.CO[CH2:24][N:25]([CH2:31][C:32]1[CH:37]=[CH:36][CH:35]=[CH:34][CH:33]=1)[CH2:26][Si](C)(C)C.[OH-].[Na+]. The catalyst is ClCCl.O. The product is [CH2:31]([N:25]1[CH2:26][C:6]([C:7]2[CH:8]=[CH:9][C:10]([Cl:13])=[CH:11][CH:12]=2)=[C:5]([C:4]([OH:3])=[O:14])[CH2:24]1)[C:32]1[CH:37]=[CH:36][CH:35]=[CH:34][CH:33]=1. The yield is 0.790.